Dataset: Catalyst prediction with 721,799 reactions and 888 catalyst types from USPTO. Task: Predict which catalyst facilitates the given reaction. Reactant: C([O:3][C:4]([C:6]1[CH:7]=[CH:8][C:9]2[N:10]([C:12]([S:15][C:16]3[CH:17]=[C:18]4[C:23](=[CH:24][CH:25]=3)[N:22]=[CH:21][C:20]([N:26]3[CH2:31][CH2:30][O:29][CH2:28][CH2:27]3)=[CH:19]4)=[N:13][N:14]=2)[CH:11]=1)=[CH2:5])C.Cl.C([O-])(O)=O.[Na+]. Product: [O:29]1[CH2:28][CH2:27][N:26]([C:20]2[CH:21]=[N:22][C:23]3[C:18]([CH:19]=2)=[CH:17][C:16]([S:15][C:12]2[N:10]4[CH:11]=[C:6]([C:4](=[O:3])[CH3:5])[CH:7]=[CH:8][C:9]4=[N:14][N:13]=2)=[CH:25][CH:24]=3)[CH2:31][CH2:30]1. The catalyst class is: 1.